From a dataset of Catalyst prediction with 721,799 reactions and 888 catalyst types from USPTO. Predict which catalyst facilitates the given reaction. Reactant: [CH3:1][O:2][C:3]1[CH:8]=[CH:7][CH:6]=[CH:5][C:4]=1[NH:9][C:10]1[CH:18]=[CH:17][CH:16]=[C:12]([C:13]([OH:15])=O)[C:11]=1[C:19]([OH:21])=O.Cl.[NH2:23][CH:24]1[CH2:30][CH2:29][C:28](=[O:31])[NH:27][C:25]1=[O:26]. The catalyst class is: 17. Product: [CH3:1][O:2][C:3]1[CH:8]=[CH:7][CH:6]=[CH:5][C:4]=1[NH:9][C:10]1[CH:18]=[CH:17][CH:16]=[C:12]2[C:11]=1[C:19](=[O:21])[N:23]([CH:24]1[CH2:30][CH2:29][C:28](=[O:31])[NH:27][C:25]1=[O:26])[C:13]2=[O:15].